From a dataset of Full USPTO retrosynthesis dataset with 1.9M reactions from patents (1976-2016). Predict the reactants needed to synthesize the given product. (1) Given the product [CH3:1][C:2]1[N:7]=[C:6]2[CH2:8][O:9][C:10](=[O:11])[C:5]2=[CH:4][CH:3]=1, predict the reactants needed to synthesize it. The reactants are: [CH3:1][C:2]1[N:7]=[C:6]2[C:8](=O)[O:9][C:10](=[O:11])[C:5]2=[CH:4][CH:3]=1.[BH4-].[Na+].C(O)(=O)C. (2) Given the product [ClH:26].[N:27]1[C:35]2[C:30](=[N:31][CH:32]=[CH:33][CH:34]=2)[S:29][C:28]=1[C:36]1[CH:41]=[CH:40][CH:39]=[CH:38][C:37]=1[NH:42][C:22]([C:12]1[CH:11]=[C:10]([O:9][CH2:8][CH2:7][N:1]2[CH2:6][CH2:5][O:4][CH2:3][CH2:2]2)[CH:15]=[C:14]([C:16]2[CH:21]=[CH:20][CH:19]=[CH:18][CH:17]=2)[N:13]=1)=[O:24], predict the reactants needed to synthesize it. The reactants are: [N:1]1([CH2:7][CH2:8][O:9][C:10]2[CH:15]=[C:14]([C:16]3[CH:21]=[CH:20][CH:19]=[CH:18][CH:17]=3)[N:13]=[C:12]([C:22]([OH:24])=O)[CH:11]=2)[CH2:6][CH2:5][O:4][CH2:3][CH2:2]1.[Li+].[Cl-:26].[N:27]1[C:35]2[C:30](=[N:31][CH:32]=[CH:33][CH:34]=2)[S:29][C:28]=1[C:36]1[CH:41]=[CH:40][CH:39]=[CH:38][C:37]=1[NH2:42].CN(C(ON1N=NC2C=CC=NC1=2)=[N+](C)C)C.F[P-](F)(F)(F)(F)F.CCN(C(C)C)C(C)C. (3) The reactants are: [Br:1][C:2]1[CH:3]=[C:4]([CH:6]=[CH:7][C:8]=1[O:9][CH2:10][CH:11]1[CH2:15][CH2:14][CH2:13][O:12]1)[NH2:5].[S-:16][C:17]#[N:18].[NH4+].BrBr.N. Given the product [Br:1][C:2]1[C:8]([O:9][CH2:10][CH:11]2[CH2:15][CH2:14][CH2:13][O:12]2)=[CH:7][C:6]2[S:16][C:17]([NH2:18])=[N:5][C:4]=2[CH:3]=1, predict the reactants needed to synthesize it. (4) Given the product [C:23]([C:22]1[CH:25]=[CH:26][C:19]([CH2:18][NH:17][C:12](=[O:14])[CH:11]([C:3]2[C:4]([F:10])=[CH:5][C:6]([O:8][CH3:9])=[CH:7][C:2]=2[F:1])[O:15][CH3:16])=[C:20]([O:27][CH2:28][C:29]([F:30])([F:32])[F:31])[CH:21]=1)#[N:24], predict the reactants needed to synthesize it. The reactants are: [F:1][C:2]1[CH:7]=[C:6]([O:8][CH3:9])[CH:5]=[C:4]([F:10])[C:3]=1[CH:11]([O:15][CH3:16])[C:12]([OH:14])=O.[NH2:17][CH2:18][C:19]1[CH:26]=[CH:25][C:22]([C:23]#[N:24])=[CH:21][C:20]=1[O:27][CH2:28][C:29]([F:32])([F:31])[F:30]. (5) The reactants are: [CH2:1]([S:8][C:9]1[N:21]=[CH:20][CH:19]=[CH:18][C:10]=1[C:11]([NH:13][O:14][CH2:15][CH2:16][OH:17])=O)[C:2]1[CH:7]=[CH:6][CH:5]=[CH:4][CH:3]=1.S(Cl)(Cl)=O.C([O-])([O-])=O.[K+].[K+].O. Given the product [CH2:1]([S:8][C:9]1[C:10]([C:11]2[O:17][CH2:16][CH2:15][O:14][N:13]=2)=[CH:18][CH:19]=[CH:20][N:21]=1)[C:2]1[CH:7]=[CH:6][CH:5]=[CH:4][CH:3]=1, predict the reactants needed to synthesize it. (6) Given the product [C:19]([O:22][CH2:25][N:15]1[C:14](=[O:16])[O:13][N:12]=[C:11]1[C:7]1[CH:6]=[C:5]([C:4]([F:3])([F:17])[F:18])[CH:10]=[CH:9][N:8]=1)(=[O:21])[CH3:20], predict the reactants needed to synthesize it. The reactants are: [H-].[Na+].[F:3][C:4]([F:18])([F:17])[C:5]1[CH:10]=[CH:9][N:8]=[C:7]([C:11]2[NH:12][O:13][C:14](=[O:16])[N:15]=2)[CH:6]=1.[C:19]([O-:22])(=[O:21])[CH3:20].[Cl-].[NH4+].[CH3:25]N(C)C=O. (7) The reactants are: [Cl:1][C:2]1[CH:3]=[CH:4][C:5]([S:10]([CH:13]2[CH2:15][CH2:14]2)(=[O:12])=[O:11])=[C:6]([NH:8][NH2:9])[CH:7]=1.[NH2:16][C:17]1[CH:25]=[CH:24][C:23]([O:26][C:27]([F:30])([F:29])[F:28])=[CH:22][C:18]=1[C:19](O)=[O:20].BrC1C(C)=CC(C(NNC2C=C(Cl)C=CC=2SCC)=O)=C([N+]([O-])=O)C=1. Given the product [NH2:16][C:17]1[CH:25]=[CH:24][C:23]([O:26][C:27]([F:28])([F:29])[F:30])=[CH:22][C:18]=1[C:19]([NH:9][NH:8][C:6]1[CH:7]=[C:2]([Cl:1])[CH:3]=[CH:4][C:5]=1[S:10]([CH:13]1[CH2:15][CH2:14]1)(=[O:12])=[O:11])=[O:20], predict the reactants needed to synthesize it.